This data is from Forward reaction prediction with 1.9M reactions from USPTO patents (1976-2016). The task is: Predict the product of the given reaction. (1) The product is: [Br:1][C:2]1[CH:3]=[CH:4][C:5]([CH2:6][N:7]2[C:11]3[CH:12]=[CH:13][C:14]([C:16]([NH:32][C@H:30]([C:26]4[CH:27]=[CH:28][CH:29]=[C:24]([CH:21]([CH3:23])[CH3:22])[CH:25]=4)[CH3:31])=[O:18])=[CH:15][C:10]=3[N:9]=[CH:8]2)=[CH:19][CH:20]=1. Given the reactants [Br:1][C:2]1[CH:20]=[CH:19][C:5]([CH2:6][N:7]2[C:11]3[CH:12]=[CH:13][C:14]([C:16]([OH:18])=O)=[CH:15][C:10]=3[N:9]=[CH:8]2)=[CH:4][CH:3]=1.[CH:21]([C:24]1[CH:25]=[C:26]([C@@H:30]([NH2:32])[CH3:31])[CH:27]=[CH:28][CH:29]=1)([CH3:23])[CH3:22].CN(C(ON1N=NC2C=CC=NC1=2)=[N+](C)C)C.F[P-](F)(F)(F)(F)F.CCN(C(C)C)C(C)C, predict the reaction product. (2) The product is: [CH2:10]([O:9][C:7]([C:3]1([CH3:12])[CH2:4][CH2:5][CH2:6][NH:1][CH2:2]1)=[O:8])[CH3:11]. Given the reactants [NH:1]1[CH2:6][CH2:5][CH2:4][CH:3]([C:7]([O:9][CH2:10][CH3:11])=[O:8])[CH2:2]1.[CH3:12][Si]([N-][Si](C)(C)C)(C)C.[Na+].C(O)(C(F)(F)F)=O, predict the reaction product. (3) Given the reactants CO[CH:3](OC)[C:4]1[CH:9]=[CH:8][N:7]=[C:6]([CH3:10])[N:5]=1.Br.[NH2:14][C:15]1[CH:20]=[CH:19][CH:18]=[CH:17][CH:16]=1.[C:21]1([O:27][P:28]([O-:36])[O:29][C:30]2[CH:35]=[CH:34][CH:33]=[CH:32][CH:31]=2)[CH:26]=[CH:25][CH:24]=[CH:23][CH:22]=1, predict the reaction product. The product is: [C:30]1([O:29][P:28]([CH:3]([NH:14][C:15]2[CH:20]=[CH:19][CH:18]=[CH:17][CH:16]=2)[C:4]2[CH:9]=[CH:8][N:7]=[C:6]([CH3:10])[N:5]=2)(=[O:36])[O:27][C:21]2[CH:22]=[CH:23][CH:24]=[CH:25][CH:26]=2)[CH:35]=[CH:34][CH:33]=[CH:32][CH:31]=1. (4) The product is: [Cl:1][C:2]1[CH:7]=[CH:6][C:5]([C:8]([F:13])([F:12])[C:9]([OH:11])=[O:10])=[C:4]([O:14][C:15]([F:16])([F:17])[F:18])[CH:3]=1. Given the reactants [Cl:1][C:2]1[CH:7]=[CH:6][C:5]([C:8]([F:13])([F:12])[C:9]([O-:11])=[O:10])=[C:4]([O:14][C:15]([F:18])([F:17])[F:16])[CH:3]=1.CO.O.O.[OH-].[Li+], predict the reaction product. (5) Given the reactants [Cl:1][C:2]1[C:3]([C:9](O)=O)=[N:4][C:5]([Cl:8])=[CH:6][CH:7]=1.P(OC1C=CC=CC=1)(OC1C=CC=CC=1)OC1C=CC=CC=1.[CH3:34][NH:35][C:36]1[CH:41]=[CH:40][CH:39]=[CH:38][C:37]=1[NH2:42], predict the reaction product. The product is: [Cl:1][C:2]1[C:3]([C:9]2[N:35]([CH3:34])[C:36]3[CH:41]=[CH:40][CH:39]=[CH:38][C:37]=3[N:42]=2)=[N:4][C:5]([Cl:8])=[CH:6][CH:7]=1. (6) Given the reactants C(N(CC)CC)C.S(O)(O)(=O)=O.[CH:13]1[C:29]2[CH2:28][C@H:27]3[N:30]([CH2:32][CH2:33][C@@:19]45[C@H:26]3[CH:25]=[CH:24][C@H:22]([OH:23])[C@@H:20]4[O:21][C:17]([C:18]=25)=[C:15]([OH:16])[CH:14]=1)[CH3:31].[C:34]1(=[O:40])[O:39][C:37](=[O:38])[CH2:36][CH2:35]1.CC[OH:43].O, predict the reaction product. The product is: [CH:13]1[C:29]2[CH2:28][C@H:27]3[N:30]([CH2:32][CH2:33][C@@:19]45[C@H:26]3[CH:25]=[CH:24][C@H:22]([OH:23])[C@@H:20]4[O:21][C:17]([C:18]=25)=[C:15]([OH:16])[CH:14]=1)[CH3:31].[C:34]([O-:39])(=[O:40])[CH2:35][CH2:36][C:37]([O-:43])=[O:38]. (7) Given the reactants [C:1]1([C:7]2[S:8][CH:9]=[C:10]([C:12]([C:14]3[CH:19]=[C:18]([O:20][CH3:21])[C:17]([O:22][CH3:23])=[C:16]([O:24][CH3:25])[CH:15]=3)=O)[N:11]=2)[CH:6]=[CH:5][CH:4]=[CH:3][CH:2]=1.Cl.[CH3:27][O:28][NH2:29], predict the reaction product. The product is: [CH3:27][O:28]/[N:29]=[C:12](\[C:10]1[N:11]=[C:7]([C:1]2[CH:6]=[CH:5][CH:4]=[CH:3][CH:2]=2)[S:8][CH:9]=1)/[C:14]1[CH:19]=[C:18]([O:20][CH3:21])[C:17]([O:22][CH3:23])=[C:16]([O:24][CH3:25])[CH:15]=1.